Dataset: Full USPTO retrosynthesis dataset with 1.9M reactions from patents (1976-2016). Task: Predict the reactants needed to synthesize the given product. Given the product [Cl:34][C:18]1[CH:19]=[C:20]([CH:23]([OH:33])[CH2:24][CH2:25][C:26]2[CH:31]=[CH:30][CH:29]=[C:28]([OH:32])[CH:27]=2)[CH:21]=[CH:22][C:17]=1[C:16]([NH:15]/[C:6](=[CH:7]\[C:8]1[S:12][C:11]([CH3:13])=[N:10][C:9]=1[CH3:14])/[C:5]([OH:36])=[O:4])=[O:35], predict the reactants needed to synthesize it. The reactants are: [OH-].[Na+].C[O:4][C:5](=[O:36])/[C:6](/[NH:15][C:16](=[O:35])[C:17]1[CH:22]=[CH:21][C:20]([CH:23]([OH:33])[CH2:24][CH2:25][C:26]2[CH:31]=[CH:30][CH:29]=[C:28]([OH:32])[CH:27]=2)=[CH:19][C:18]=1[Cl:34])=[CH:7]/[C:8]1[S:12][C:11]([CH3:13])=[N:10][C:9]=1[CH3:14].